Dataset: Forward reaction prediction with 1.9M reactions from USPTO patents (1976-2016). Task: Predict the product of the given reaction. (1) Given the reactants C(OC([N:8]1[C:16]2[C:11](=[CH:12][C:13]([NH:17][S:18]([C:21]3[CH:26]=[CH:25][C:24]([Cl:27])=[C:23]([Cl:28])[CH:22]=3)(=[O:20])=[O:19])=[CH:14][CH:15]=2)[C:10]([CH3:29])=[N:9]1)=O)(C)(C)C.I[Si](C)(C)C, predict the reaction product. The product is: [Cl:28][C:23]1[CH:22]=[C:21]([S:18]([NH:17][C:13]2[CH:12]=[C:11]3[C:16](=[CH:15][CH:14]=2)[NH:8][N:9]=[C:10]3[CH3:29])(=[O:19])=[O:20])[CH:26]=[CH:25][C:24]=1[Cl:27]. (2) The product is: [CH:10]1[C:11]2[CH:12]([CH2:14][O:15][C:16]([NH:18][C@@H:19]([CH2:23][S:24][CH2:25][C@H:26]([O:41][CH2:42][CH2:43][CH2:44][CH2:45][CH2:46][CH2:47][CH2:48][CH2:49][CH2:50][CH2:51][CH2:52][CH3:53])[CH2:27][O:28][CH2:29][CH2:30][CH2:31][CH2:32][CH2:33][CH2:34][CH2:35][CH2:36][CH2:37][CH2:38][CH2:39][CH3:40])[C:20](=[O:22])[NH:54][CH2:55][CH2:56][O:57][CH2:58][CH2:59][O:60][CH2:61][CH2:62][O:63][CH2:64][CH2:65][P:66](=[O:73])([O:67][CH2:68][CH3:69])[O:70][CH2:71][CH3:72])=[O:17])[C:13]3[C:5](=[CH:4][CH:3]=[CH:2][CH:1]=3)[C:6]=2[CH:7]=[CH:8][CH:9]=1. Given the reactants [CH:1]1[C:13]2[CH:12]([CH2:14][O:15][C:16]([NH:18][C@@H:19]([CH2:23][S:24][CH2:25][C@H:26]([O:41][CH2:42][CH2:43][CH2:44][CH2:45][CH2:46][CH2:47][CH2:48][CH2:49][CH2:50][CH2:51][CH2:52][CH3:53])[CH2:27][O:28][CH2:29][CH2:30][CH2:31][CH2:32][CH2:33][CH2:34][CH2:35][CH2:36][CH2:37][CH2:38][CH2:39][CH3:40])[C:20]([OH:22])=O)=[O:17])[C:11]3[C:6](=[CH:7][CH:8]=[CH:9][CH:10]=3)[C:5]=2[CH:4]=[CH:3][CH:2]=1.[NH2:54][CH2:55][CH2:56][O:57][CH2:58][CH2:59][O:60][CH2:61][CH2:62][O:63][CH2:64][CH2:65][P:66](=[O:73])([O:70][CH2:71][CH3:72])[O:67][CH2:68][CH3:69].CCN(C(C)C)C(C)C.CN(C(ON1N=NC2C=CC=CC1=2)=[N+](C)C)C.F[P-](F)(F)(F)(F)F, predict the reaction product. (3) Given the reactants SCC(C(CS)O)O.[S:9]([C:12]1[CH:26]=[CH:25][C:15]2[N:16]=[C:17]([C:19]3([C:22]([NH2:24])=[O:23])[CH2:21][CH2:20]3)[S:18][C:14]=2[CH:13]=1)C#N.C(O)C, predict the reaction product. The product is: [SH:9][C:12]1[CH:26]=[CH:25][C:15]2[N:16]=[C:17]([C:19]3([C:22]([NH2:24])=[O:23])[CH2:21][CH2:20]3)[S:18][C:14]=2[CH:13]=1. (4) Given the reactants Br[C:2]1[CH:10]=[CH:9][C:5]([C:6]([OH:8])=[O:7])=[CH:4][CH:3]=1.[Cl:11][C:12]1[CH:17]=[C:16]([Cl:18])[CH:15]=[CH:14][C:13]=1OB(O)O, predict the reaction product. The product is: [Cl:11][C:12]1[CH:17]=[C:16]([Cl:18])[CH:15]=[CH:14][C:13]=1[C:2]1[CH:10]=[CH:9][C:5]([C:6]([OH:8])=[O:7])=[CH:4][CH:3]=1.